This data is from Peptide-MHC class I binding affinity with 185,985 pairs from IEDB/IMGT. The task is: Regression. Given a peptide amino acid sequence and an MHC pseudo amino acid sequence, predict their binding affinity value. This is MHC class I binding data. (1) The peptide sequence is HQLDPAFRA. The MHC is HLA-A31:01 with pseudo-sequence HLA-A31:01. The binding affinity (normalized) is 0.0193. (2) The MHC is HLA-A69:01 with pseudo-sequence HLA-A69:01. The peptide sequence is KTNDFAPAW. The binding affinity (normalized) is 0.0847. (3) The peptide sequence is LSIVVDINK. The MHC is HLA-A68:01 with pseudo-sequence HLA-A68:01. The binding affinity (normalized) is 0.749. (4) The binding affinity (normalized) is 0.134. The MHC is Patr-A0901 with pseudo-sequence Patr-A0901. The peptide sequence is GYKVLVLNPSV.